From a dataset of Full USPTO retrosynthesis dataset with 1.9M reactions from patents (1976-2016). Predict the reactants needed to synthesize the given product. Given the product [Cl:19][C:12]1[C:5]2[C:6](=[CH:10][CH:11]=[C:3]([O:2][CH3:1])[CH:4]=2)[C:7](=[O:8])[NH:15][CH:16]=1, predict the reactants needed to synthesize it. The reactants are: [CH3:1][O:2][C:3]1[CH:11]=[CH:10][C:6]([C:7](Cl)=[O:8])=[C:5]([CH3:12])[CH:4]=1.C([NH:15][CH2:16]C)C.C(Cl)[Cl:19].